From a dataset of hERG potassium channel inhibition data for cardiac toxicity prediction from Karim et al.. Regression/Classification. Given a drug SMILES string, predict its toxicity properties. Task type varies by dataset: regression for continuous values (e.g., LD50, hERG inhibition percentage) or binary classification for toxic/non-toxic outcomes (e.g., AMES mutagenicity, cardiotoxicity, hepatotoxicity). Dataset: herg_karim. (1) The compound is CC(C)(CCCN1CCCC(c2ccccc2)C1)S(=O)(=O)c1ccccc1. The result is 1 (blocker). (2) The molecule is CCNC(=O)Nc1ccc(Oc2ncnc(N)c2C=NOC)cc1Cl. The result is 0 (non-blocker). (3) The molecule is CCOC(=O)c1cncc([C@@]2(c3cnn(C)c3)N[C@@H](c3nc(-c4ccc(F)cc4)c[nH]3)Cc3c2[nH]c2ccccc32)c1. The result is 1 (blocker). (4) The drug is CCc1nc2cc3c(c(Br)c2o1)CCN(C(C)CCSc1nnc(-c2cccc4nc(C)ccc24)n1C)CC3. The result is 1 (blocker). (5) The molecule is NC(=O)c1cccc(OC2CC3CCC(C2)N3CCc2ccccc2)c1. The result is 1 (blocker). (6) The molecule is O=C(C=Cc1ccc2c(c1)CN(C(=O)C1CCCC1)C2)NO. The result is 0 (non-blocker). (7) The molecule is CN1CCN(c2ccc([N+](=O)[O-])c3no[n+]([O-])c23)CC1. The result is 0 (non-blocker).